This data is from Forward reaction prediction with 1.9M reactions from USPTO patents (1976-2016). The task is: Predict the product of the given reaction. (1) Given the reactants Br[C:2]1[CH:7]=[CH:6][C:5]([C:8]2([NH:12][S:13]([C:15]([CH3:18])([CH3:17])[CH3:16])=[O:14])[CH2:11][O:10][CH2:9]2)=[CH:4][CH:3]=1.C(=O)([O-])[O-].[Cs+].[Cs+].[C:25]([NH2:28])(=[O:27])[CH3:26].CC1(C)C2C(=C(P(C3C=CC=CC=3)C3C=CC=CC=3)C=CC=2)OC2C(P(C3C=CC=CC=3)C3C=CC=CC=3)=CC=CC1=2, predict the reaction product. The product is: [CH3:16][C:15]([CH3:18])([S:13]([NH:12][C:8]1([C:5]2[CH:6]=[CH:7][C:2]([NH:28][C:25](=[O:27])[CH3:26])=[CH:3][CH:4]=2)[CH2:11][O:10][CH2:9]1)=[O:14])[CH3:17]. (2) Given the reactants [NH:1]1[C:9]2[C:4](=[CH:5][CH:6]=[CH:7][CH:8]=2)[CH2:3][C:2]1=[O:10].[Li+].C[Si]([N-][Si](C)(C)C)(C)C.C1COCC1.[Br:26][C:27]1[CH:28]=[C:29]2[C:34](=[CH:35][CH:36]=1)[C:32](=O)[O:31][CH2:30]2.Cl, predict the reaction product. The product is: [Br:26][C:27]1[CH:28]=[C:29]2[C:34](=[CH:35][CH:36]=1)[C:32](=[C:3]1[C:4]3[C:9](=[CH:8][CH:7]=[CH:6][CH:5]=3)[NH:1][C:2]1=[O:10])[O:31][CH2:30]2. (3) Given the reactants [O:1]1[CH2:6][CH2:5][CH2:4][CH2:3][CH:2]1[N:7]1[CH:11]=[CH:10][N:9]=[CH:8]1.[Li]CCCC.[CH3:17][C:18]1([CH3:21])[CH2:20][O:19]1.CO, predict the reaction product. The product is: [CH3:17][C:18]([OH:19])([CH3:21])[CH2:20][C:8]1[N:7]([CH:2]2[CH2:3][CH2:4][CH2:5][CH2:6][O:1]2)[CH:11]=[CH:10][N:9]=1.